From a dataset of Reaction yield outcomes from USPTO patents with 853,638 reactions. Predict the reaction yield, written as a fraction of the theoretical maximum amount of product (1.0 means a 100% yield; for example, 0.34 means a 34% yield). (1) The reactants are [CH3:1][C:2]1[N:7]([C:8]2[CH:13]=[CH:12][CH:11]=[C:10]([C:14]([F:17])([F:16])[F:15])[CH:9]=2)[C:6](=[O:18])[C:5]([C:19]([OH:21])=O)=[CH:4][CH:3]=1.[O:22]=[S:23]1(=[O:34])[C:27]2[CH:28]=[CH:29][C:30]([CH2:32][NH2:33])=[CH:31][C:26]=2[CH2:25][CH2:24]1. No catalyst specified. The product is [O:22]=[S:23]1(=[O:34])[C:27]2[CH:28]=[CH:29][C:30]([CH2:32][NH:33][C:19]([C:5]3[C:6](=[O:18])[N:7]([C:8]4[CH:13]=[CH:12][CH:11]=[C:10]([C:14]([F:15])([F:17])[F:16])[CH:9]=4)[CH:2]=[CH:1][C:4]=3[CH3:3])=[O:21])=[CH:31][C:26]=2[CH2:25][CH2:24]1. The yield is 0.880. (2) The reactants are [CH:1]1([C:4]2[C:5]([NH:24][S:25]([CH3:28])(=[O:27])=[O:26])=[CH:6][C:7]3[O:11][C:10]([C:12]4[CH:17]=[CH:16][C:15]([F:18])=[CH:14][CH:13]=4)=[C:9]([C:19]([NH:21][CH3:22])=[O:20])[C:8]=3[CH:23]=2)[CH2:3][CH2:2]1.F[C:30]1[CH:35]=[CH:34][C:33]([N+:36]([O-:38])=[O:37])=[C:32]([C:39]([F:42])([F:41])[F:40])[CH:31]=1.C([O-])([O-])=O.[K+].[K+]. The catalyst is CN(P(N(C)C)(N(C)C)=O)C.CCOC(C)=O.O. The product is [CH:1]1([C:4]2[C:5]([N:24]([C:30]3[CH:35]=[CH:34][C:33]([N+:36]([O-:38])=[O:37])=[C:32]([C:39]([F:40])([F:42])[F:41])[CH:31]=3)[S:25]([CH3:28])(=[O:27])=[O:26])=[CH:6][C:7]3[O:11][C:10]([C:12]4[CH:17]=[CH:16][C:15]([F:18])=[CH:14][CH:13]=4)=[C:9]([C:19]([NH:21][CH3:22])=[O:20])[C:8]=3[CH:23]=2)[CH2:3][CH2:2]1. The yield is 0.930. (3) The reactants are CCN(C(C)C)C(C)C.[O:10]1[CH:14]=[N:13][N:12]=[C:11]1[C:15]1[CH:23]=[CH:22][C:18]([C:19]([OH:21])=O)=[CH:17][CH:16]=1.CCN=C=NCCCN(C)C.C1C=CC2N(O)N=NC=2C=1.[NH2:45][CH2:46][C:47]([N:49]1[CH2:54][CH2:53][N:52]([C:55](=[O:66])[C:56]2[CH:61]=[CH:60][CH:59]=[CH:58][C:57]=2[C:62]([F:65])([F:64])[F:63])[CH2:51][CH2:50]1)=[O:48].Cl. The catalyst is CN(C=O)C.O. The product is [O:10]1[CH:14]=[N:13][N:12]=[C:11]1[C:15]1[CH:16]=[CH:17][C:18]([C:19]([NH:45][CH2:46][C:47](=[O:48])[N:49]2[CH2:50][CH2:51][N:52]([C:55](=[O:66])[C:56]3[CH:61]=[CH:60][CH:59]=[CH:58][C:57]=3[C:62]([F:63])([F:65])[F:64])[CH2:53][CH2:54]2)=[O:21])=[CH:22][CH:23]=1. The yield is 0.330. (4) The reactants are [CH2:1]([O:8][C:9]([N:11]1[C:15]2[CH:16]=[N:17][CH:18]=[C:19]([O:20][CH:21]3[CH2:26][CH2:25][N:24](C(OC(C)(C)C)=O)[CH2:23][CH2:22]3)[C:14]=2[C:13]2[CH:34]=[C:35]([Br:38])[CH:36]=[N:37][C:12]1=2)=[O:10])[C:2]1[CH:7]=[CH:6][CH:5]=[CH:4][CH:3]=1. The catalyst is FC(F)(F)C(O)=O.ClCCl. The product is [CH2:1]([O:8][C:9]([N:11]1[C:15]2[CH:16]=[N:17][CH:18]=[C:19]([O:20][CH:21]3[CH2:26][CH2:25][NH:24][CH2:23][CH2:22]3)[C:14]=2[C:13]2[CH:34]=[C:35]([Br:38])[CH:36]=[N:37][C:12]1=2)=[O:10])[C:2]1[CH:7]=[CH:6][CH:5]=[CH:4][CH:3]=1. The yield is 0.420. (5) The reactants are [Br:1][C:2]1[CH:7]=[CH:6][C:5]([S:8]([CH3:11])(=[O:10])=[O:9])=[CH:4][C:3]=1F.[CH3:13][O-:14].[Na+]. The catalyst is CO. The product is [Br:1][C:2]1[CH:7]=[CH:6][C:5]([S:8]([CH3:11])(=[O:10])=[O:9])=[CH:4][C:3]=1[O:14][CH3:13]. The yield is 0.530. (6) The catalyst is C1C=CC(P(C2C=CC=CC=2)[C-]2C=CC=C2)=CC=1.C1C=CC(P(C2C=CC=CC=2)[C-]2C=CC=C2)=CC=1.Cl[Pd]Cl.[Fe+2]. The reactants are Br[C:2]1[CH:11]=C[C:5](C(OC)=O)=[C:4]([F:12])[CH:3]=1.[B:22]1([B:22]2[O:26][C:25]([CH3:28])([CH3:27])[C:24]([CH3:30])([CH3:29])[O:23]2)[O:26][C:25]([CH3:28])([CH3:27])[C:24]([CH3:30])([CH3:29])[O:23]1.[C:31]([O-:34])(=[O:33])[CH3:32].[K+].O1CCOC[CH2:37]1. The product is [F:12][C:4]1[CH:5]=[C:32]([CH:11]=[CH:2][C:3]=1[B:22]1[O:23][C:24]([CH3:29])([CH3:30])[C:25]([CH3:27])([CH3:28])[O:26]1)[C:31]([O:34][CH3:37])=[O:33]. The yield is 0.790. (7) The catalyst is CC#N.CCOC(C)=O. The yield is 0.980. The product is [C:49]([CH2:51][CH2:52][O:53][C:54]([NH:1][CH2:2][CH2:3][CH2:4][CH2:5][CH2:6][O:7][C@@H:8]1[C@H:12]([OH:13])[C@@H:11]([CH2:14][O:15][C:16]([C:33]2[CH:38]=[CH:37][CH:36]=[CH:35][CH:34]=2)([C:25]2[CH:26]=[CH:27][C:28]([O:31][CH3:32])=[CH:29][CH:30]=2)[C:17]2[CH:18]=[CH:19][C:20]([O:23][CH3:24])=[CH:21][CH:22]=2)[O:10][C@H:9]1[N:39]1[C:48]2[N:47]=[CH:46][N:45]=[C:43]([NH2:44])[C:42]=2[N:41]=[CH:40]1)=[O:55])#[N:50]. The reactants are [NH2:1][CH2:2][CH2:3][CH2:4][CH2:5][CH2:6][O:7][C@@H:8]1[C@H:12]([OH:13])[C@@H:11]([CH2:14][O:15][C:16]([C:33]2[CH:38]=[CH:37][CH:36]=[CH:35][CH:34]=2)([C:25]2[CH:30]=[CH:29][C:28]([O:31][CH3:32])=[CH:27][CH:26]=2)[C:17]2[CH:22]=[CH:21][C:20]([O:23][CH3:24])=[CH:19][CH:18]=2)[O:10][C@H:9]1[N:39]1[C:48]2[N:47]=[CH:46][N:45]=[C:43]([NH2:44])[C:42]=2[N:41]=[CH:40]1.[C:49]([CH2:51][CH2:52][O:53][C:54](ON1C(=O)CCC1=O)=[O:55])#[N:50]. (8) The product is [CH3:1][O:2][C:3]1[CH:8]=[CH:7][C:6]([NH:9][C:10]([NH2:12])=[S:11])=[C:5]([CH3:21])[CH:4]=1. The reactants are [CH3:1][O:2][C:3]1[CH:8]=[CH:7][C:6]([NH:9][C:10]([NH:12]C(=O)C2C=CC=CC=2)=[S:11])=[C:5]([CH3:21])[CH:4]=1.[OH-].[Na+]. The yield is 0.540. The catalyst is CO.